From a dataset of Reaction yield outcomes from USPTO patents with 853,638 reactions. Predict the reaction yield, written as a fraction of the theoretical maximum amount of product (1.0 means a 100% yield; for example, 0.34 means a 34% yield). The reactants are [Br:1][C:2]1[CH:3]=[C:4]([C:9]2[CH:14]=[CH:13][CH:12]=[CH:11][CH:10]=2)[CH:5]=[CH:6][C:7]=1[OH:8].C(=O)([O-])[O-].[K+].[K+].C(Br)C=C.[CH2:25]([O:28]CC=C)[CH:26]=[CH2:27].C(C1C(C(F)(F)F)=CC=C(Cl)C=1O)C=C.C(C1C=C(C2C=CC=CC=2)C=C(Br)C=1O)C=C.ClC1C=C(C=CC=1)C(OO)=O.ClC1C2OC(CO)CC=2C(C(F)(F)F)=CC=1. The catalyst is C1(C)C=C(C)C=C(C)C=1. The product is [Br:1][C:2]1[C:7]2[O:8][CH:26]([CH2:25][OH:28])[CH2:27][C:6]=2[CH:5]=[C:4]([C:9]2[CH:14]=[CH:13][CH:12]=[CH:11][CH:10]=2)[CH:3]=1. The yield is 0.840.